This data is from Forward reaction prediction with 1.9M reactions from USPTO patents (1976-2016). The task is: Predict the product of the given reaction. (1) Given the reactants [F:1][C:2]1[CH:7]=[CH:6][CH:5]=[C:4]([F:8])[C:3]=1[N:9]1[C:14]2[N:15]=[C:16]([S:29][CH3:30])[N:17]=[C:18]([C:19]3[CH:20]=[C:21]([CH:25]=[CH:26][C:27]=3[CH3:28])[C:22](O)=[O:23])[C:13]=2[CH2:12][NH:11][C:10]1=[O:31].[CH:32]([NH2:35])([CH3:34])[CH3:33].CN(C(ON1N=NC2C=CC=NC1=2)=[N+](C)C)C.F[P-](F)(F)(F)(F)F.C(N(C(C)C)CC)(C)C, predict the reaction product. The product is: [F:1][C:2]1[CH:7]=[CH:6][CH:5]=[C:4]([F:8])[C:3]=1[N:9]1[C:14]2[N:15]=[C:16]([S:29][CH3:30])[N:17]=[C:18]([C:19]3[CH:20]=[C:21]([CH:25]=[CH:26][C:27]=3[CH3:28])[C:22]([NH:35][CH:32]([CH3:34])[CH3:33])=[O:23])[C:13]=2[CH2:12][NH:11][C:10]1=[O:31]. (2) The product is: [ClH:18].[Cl:18][C:15]1[CH:14]=[CH:13][C:12]([C:9]2([F:11])[CH2:10][CH:8]2[NH2:7])=[CH:17][CH:16]=1. Given the reactants C(OC(=O)[NH:7][CH:8]1[CH2:10][C:9]1([C:12]1[CH:17]=[CH:16][C:15]([Cl:18])=[CH:14][CH:13]=1)[F:11])(C)(C)C.Cl, predict the reaction product. (3) Given the reactants C1C=CC(P(C2C=CC3C(=CC=CC=3)C=2C2C3C(=CC=CC=3)C=CC=2P(C2C=CC=CC=2)C2C=CC=CC=2)C2C=CC=CC=2)=CC=1.C([O-])(C)(C)C.[Na+].[CH2:53]([NH2:56])[CH:54]=[CH2:55].[C:57]([O:61][C:62](=[O:73])[C:63]1[CH:68]=[C:67]([CH2:69][O:70][CH3:71])[N:66]=[C:65](Cl)[CH:64]=1)([CH3:60])([CH3:59])[CH3:58].[Cl-].[NH4+], predict the reaction product. The product is: [C:57]([O:61][C:62](=[O:73])[C:63]1[CH:68]=[C:67]([CH2:69][O:70][CH3:71])[N:66]=[C:65]([NH:56][CH2:53][CH:54]=[CH2:55])[CH:64]=1)([CH3:60])([CH3:59])[CH3:58]. (4) Given the reactants Cl[C:2]1[O:3][C:4]2[CH:10]=[CH:9][C:8]([Cl:11])=[CH:7][C:5]=2[N:6]=1.FC(F)(F)C(O)=O.[NH:19]1[CH2:24][CH2:23][CH:22]([O:25][C:26]2[CH:31]=[CH:30][CH:29]=[CH:28][C:27]=2[NH:32][S:33]([C:36]2[CH:41]=[CH:40][CH:39]=[CH:38][N:37]=2)(=[O:35])=[O:34])[CH2:21][CH2:20]1, predict the reaction product. The product is: [Cl:11][C:8]1[CH:9]=[CH:10][C:4]2[O:3][C:2]([N:19]3[CH2:24][CH2:23][CH:22]([O:25][C:26]4[CH:31]=[CH:30][CH:29]=[CH:28][C:27]=4[NH:32][S:33]([C:36]4[CH:41]=[CH:40][CH:39]=[CH:38][N:37]=4)(=[O:35])=[O:34])[CH2:21][CH2:20]3)=[N:6][C:5]=2[CH:7]=1. (5) Given the reactants [CH3:1][C:2]([NH2:10])([C:4]1[CH:9]=[CH:8][CH:7]=[CH:6][N:5]=1)[CH3:3].[O:11]=[C:12]1[C:20]2[C:15](=[CH:16][CH:17]=[CH:18][CH:19]=2)[C:14](=[O:21])[N:13]1[CH2:22][CH2:23][CH2:24][CH:25]=O.[BH-](OC(C)=O)(OC(C)=O)OC(C)=O.[Na+], predict the reaction product. The product is: [CH3:1][C:2]([NH:10][CH2:25][CH2:24][CH2:23][CH2:22][N:13]1[C:14](=[O:21])[C:15]2[C:20](=[CH:19][CH:18]=[CH:17][CH:16]=2)[C:12]1=[O:11])([C:4]1[CH:9]=[CH:8][CH:7]=[CH:6][N:5]=1)[CH3:3]. (6) Given the reactants BrC1C=CC(OCC(F)F)=C(CCC(O)=O)C=1.[CH2:18]([O:25][C:26]1[CH:41]=[CH:40][C:39]([Br:42])=[CH:38][C:27]=1[CH2:28][CH:29](C(OC)=O)[C:30]([O:32][CH3:33])=[O:31])[C:19]1[CH:24]=[CH:23][CH:22]=[CH:21][CH:20]=1.[Cl-].[Li+], predict the reaction product. The product is: [CH2:18]([O:25][C:26]1[CH:41]=[CH:40][C:39]([Br:42])=[CH:38][C:27]=1[CH2:28][CH2:29][C:30]([O:32][CH3:33])=[O:31])[C:19]1[CH:20]=[CH:21][CH:22]=[CH:23][CH:24]=1. (7) The product is: [C:2]([O:7][CH2:8][S:9]/[C:10](=[N:12]/[C:13]1[CH:18]=[CH:17][C:16]([O:19][CH3:20])=[CH:15][C:14]=1[CH3:21])/[NH:11][C:42](=[O:43])[NH:41][C:38]1[CH:39]=[CH:40][C:35]([C:32]2[N:33]=[CH:34][N:30]([C:27]3[CH:28]=[CH:29][C:24]([C:23]([F:55])([F:54])[F:22])=[CH:25][CH:26]=3)[N:31]=2)=[CH:36][CH:37]=1)(=[O:6])[CH:3]([CH3:5])[CH3:4]. Given the reactants Br.[C:2]([O:7][CH2:8][S:9]/[C:10](=[N:12]/[C:13]1[CH:18]=[CH:17][C:16]([O:19][CH3:20])=[CH:15][C:14]=1[CH3:21])/[NH2:11])(=[O:6])[CH:3]([CH3:5])[CH3:4].[F:22][C:23]([F:55])([F:54])[C:24]1[CH:29]=[CH:28][C:27]([N:30]2[CH:34]=[N:33][C:32]([C:35]3[CH:40]=[CH:39][C:38]([NH:41][C:42](=O)[O:43]C4C=CC([N+]([O-])=O)=CC=4)=[CH:37][CH:36]=3)=[N:31]2)=[CH:26][CH:25]=1.C(N(C(C)C)C(C)C)C, predict the reaction product. (8) Given the reactants ClC([O:4][C:5]1[CH:10]=CC([N+]([O-])=O)=CC=1)=O.C([N:17]([CH:20]([CH3:22])C)CC)(C)C.[CH:23]1[C:35]2[CH2:34][C:33]3[C:28](=[CH:29][CH:30]=[CH:31][CH:32]=3)[C:27]=2[CH:26]=[CH:25][C:24]=1C=O.[C:38]([O-:41])(=O)[CH3:39].[NH4+:42].[F:43][C:44]1[CH:49]=[CH:48][C:47]([C:50]([C:52]([C:54]2[CH:59]=[CH:58][C:57]([F:60])=[CH:56][CH:55]=2)=O)=O)=[CH:46][CH:45]=1.[N:61]1[CH:66]=CC=CC=1, predict the reaction product. The product is: [NH2:17][CH2:20][CH2:22][O:4][CH2:5][CH2:10][O:41][CH2:38][CH2:39][N:42]1[C:50]([C:47]2[CH:48]=[CH:49][C:44]([F:43])=[CH:45][CH:46]=2)=[C:52]([C:54]2[CH:59]=[CH:58][C:57]([F:60])=[CH:56][CH:55]=2)[N:61]=[C:66]1[C:24]1[CH:25]=[CH:26][C:27]2[C:28]3[C:33](=[CH:32][CH:31]=[CH:30][CH:29]=3)[CH2:34][C:35]=2[CH:23]=1. (9) The product is: [N:16]1([CH2:22][C:23]2[CH:28]=[CH:27][C:26]([C:2]3[CH:3]=[C:4]([C:9]4[CH:14]=[CH:13][N:12]=[CH:11][C:10]=4[NH2:15])[C:5]([F:8])=[N:6][CH:7]=3)=[CH:25][CH:24]=2)[CH2:21][CH2:20][CH2:19][CH2:18][CH2:17]1. Given the reactants Br[C:2]1[CH:3]=[C:4]([C:9]2[CH:14]=[CH:13][N:12]=[CH:11][C:10]=2[NH2:15])[C:5]([F:8])=[N:6][CH:7]=1.[N:16]1([CH2:22][C:23]2[CH:28]=[CH:27][C:26](B(O)O)=[CH:25][CH:24]=2)[CH2:21][CH2:20][CH2:19][CH2:18][CH2:17]1, predict the reaction product. (10) Given the reactants CO[C:3](=[O:15])[C:4]1[CH:9]=[C:8]([OH:10])[CH:7]=[C:6](OCOC)[CH:5]=1.Br[C:17]1[CH:18]=[CH:19][C:20]([S:23]([CH3:26])(=[O:25])=[O:24])=[N:21][CH:22]=1.[CH3:27][O:28][CH2:29][C@H:30]([OH:33])[CH2:31][CH3:32].[NH2:34][C:35]1[CH:39]=[CH:38][NH:37][N:36]=1, predict the reaction product. The product is: [CH3:26][S:23]([C:20]1[N:21]=[CH:22][C:17]([O:10][C:8]2[CH:9]=[C:4]([CH:5]=[C:6]([O:33][CH:30]([CH2:29][O:28][CH3:27])[CH2:31][CH3:32])[CH:7]=2)[C:3]([NH:34][C:35]2[CH:39]=[CH:38][NH:37][N:36]=2)=[O:15])=[CH:18][CH:19]=1)(=[O:25])=[O:24].